From a dataset of Catalyst prediction with 721,799 reactions and 888 catalyst types from USPTO. Predict which catalyst facilitates the given reaction. (1) Reactant: [F:1][C:2]1[C:3]([NH:18][CH:19]([C:26]2([CH3:31])[CH2:30][CH2:29][CH2:28][CH2:27]2)[CH2:20][C:21]([O:23]CC)=[O:22])=[N:4][C:5]([C:8]2[C:16]3[C:11](=[N:12][CH:13]=[C:14]([F:17])[CH:15]=3)[NH:10][N:9]=2)=[N:6][CH:7]=1.O.[OH-].[Li+]. Product: [F:1][C:2]1[C:3]([NH:18][CH:19]([C:26]2([CH3:31])[CH2:30][CH2:29][CH2:28][CH2:27]2)[CH2:20][C:21]([OH:23])=[O:22])=[N:4][C:5]([C:8]2[C:16]3[C:11](=[N:12][CH:13]=[C:14]([F:17])[CH:15]=3)[NH:10][N:9]=2)=[N:6][CH:7]=1. The catalyst class is: 20. (2) Reactant: C1(C2C=CC=CC=2C([NH:8][C@H:9]2[CH2:13][CH2:12][CH2:11][C@@H:10]2[NH:14][C:15]2[S:16][C:17]3[CH:23]=[C:22]([F:24])[CH:21]=[CH:20][C:18]=3[N:19]=2)=O)CC1.[Cl:29][C:30]1[CH:38]=[CH:37][CH:36]=[C:35]([F:39])[C:31]=1[C:32](Cl)=[O:33].Cl.FC1C=CC2N=C(N[C@H]3CCC[C@@H]3N)SC=2C=1. Product: [Cl:29][C:30]1[CH:38]=[CH:37][CH:36]=[C:35]([F:39])[C:31]=1[C:32]([NH:8][C@H:9]1[CH2:13][CH2:12][CH2:11][C@@H:10]1[NH:14][C:15]1[S:16][C:17]2[CH:23]=[C:22]([F:24])[CH:21]=[CH:20][C:18]=2[N:19]=1)=[O:33]. The catalyst class is: 4. (3) Reactant: [NH:1]1[C:11]2[C:6](=[CH:7][CH:8]=[CH:9][CH:10]=2)[C:4](=[O:5])[C:2]1=[O:3].[H-].[Na+].[CH2:14]([O:21][C:22]1[CH:27]=[CH:26][C:25]([C:28]2[CH:33]=[CH:32][CH:31]=[C:30](Br)[CH:29]=2)=[CH:24][CH:23]=1)[C:15]1[CH:20]=[CH:19][CH:18]=[CH:17][CH:16]=1. Product: [CH2:14]([O:21][C:22]1[CH:23]=[CH:24][C:25]([C:28]2[CH:29]=[C:30]([N:1]3[C:11]4[C:6](=[CH:7][CH:8]=[CH:9][CH:10]=4)[C:4](=[O:5])[C:2]3=[O:3])[CH:31]=[CH:32][CH:33]=2)=[CH:26][CH:27]=1)[C:15]1[CH:16]=[CH:17][CH:18]=[CH:19][CH:20]=1. The catalyst class is: 870. (4) Reactant: [I:1][C:2]1[CH:9]=[CH:8][CH:7]=[CH:6][C:3]=1[CH2:4][OH:5].CCN(C(C)C)C(C)C.[CH2:19](Cl)[O:20][CH3:21].[NH4+].[Cl-]. Product: [I:1][C:2]1[CH:9]=[CH:8][CH:7]=[CH:6][C:3]=1[CH2:4][O:5][CH2:19][O:20][CH3:21]. The catalyst class is: 4. (5) Reactant: Br[C:2]1[CH:20]=[CH:19][C:5]2[C:6]3[N:11]([CH:12]([CH3:14])[CH2:13][C:4]=2[CH:3]=1)[CH:10]=[C:9]([C:15]([OH:17])=[O:16])[C:8](=[O:18])[CH:7]=3.[N:21]1([C:27]([O:29][C:30]([CH3:33])([CH3:32])[CH3:31])=[O:28])[CH2:26][CH2:25][NH:24][CH2:23][CH2:22]1.C([O-])([O-])=O.[K+].[K+].N1CCC[C@H]1C(O)=O. Product: [C:30]([O:29][C:27]([N:21]1[CH2:26][CH2:25][N:24]([C:2]2[CH:20]=[CH:19][C:5]3[C:6]4[N:11]([CH:12]([CH3:14])[CH2:13][C:4]=3[CH:3]=2)[CH:10]=[C:9]([C:15]([OH:17])=[O:16])[C:8](=[O:18])[CH:7]=4)[CH2:23][CH2:22]1)=[O:28])([CH3:33])([CH3:31])[CH3:32]. The catalyst class is: 156. (6) Reactant: [CH2:1]([O:8][C:9]1[CH:14]=[C:13]([O:15][CH2:16][C:17]2[CH:22]=[CH:21][CH:20]=[CH:19][CH:18]=2)[C:12]([CH:23]([CH3:25])[CH3:24])=[CH:11][C:10]=1[C:26]1[O:30][N:29]=[C:28]([C:31]([NH:33][CH2:34][CH3:35])=[O:32])[C:27]=1[C:36](=[N:38][OH:39])[NH2:37])[C:2]1[CH:7]=[CH:6][CH:5]=[CH:4][CH:3]=1.[CH2:40]([O:42][C:43]1[CH:51]=[CH:50][C:46]([C:47](Cl)=O)=[CH:45][CH:44]=1)[CH3:41]. Product: [CH2:1]([O:8][C:9]1[CH:14]=[C:13]([O:15][CH2:16][C:17]2[CH:22]=[CH:21][CH:20]=[CH:19][CH:18]=2)[C:12]([CH:23]([CH3:25])[CH3:24])=[CH:11][C:10]=1[C:26]1[O:30][N:29]=[C:28]([C:31]([NH:33][CH2:34][CH3:35])=[O:32])[C:27]=1[C:36]1[N:37]=[C:47]([C:46]2[CH:50]=[CH:51][C:43]([O:42][CH2:40][CH3:41])=[CH:44][CH:45]=2)[O:39][N:38]=1)[C:2]1[CH:7]=[CH:6][CH:5]=[CH:4][CH:3]=1. The catalyst class is: 3. (7) Reactant: Br[C:2]1[C:6]([C:7]2[CH:12]=[CH:11][CH:10]=[CH:9][N:8]=2)=[N:5][N:4]2[CH2:13][CH2:14][CH2:15][C:3]=12.[B:16](OC(C)C)([O:21]C(C)C)[O:17]C(C)C.C([Li])CCC. Product: [N:8]1[CH:9]=[CH:10][CH:11]=[CH:12][C:7]=1[C:6]1[C:2]([B:16]([OH:21])[OH:17])=[C:3]2[CH2:15][CH2:14][CH2:13][N:4]2[N:5]=1. The catalyst class is: 7.